Regression. Given two drug SMILES strings and cell line genomic features, predict the synergy score measuring deviation from expected non-interaction effect. From a dataset of NCI-60 drug combinations with 297,098 pairs across 59 cell lines. (1) Drug 1: C1=CN(C=N1)CC(O)(P(=O)(O)O)P(=O)(O)O. Drug 2: C1CN1C2=NC(=NC(=N2)N3CC3)N4CC4. Cell line: NCIH23. Synergy scores: CSS=55.6, Synergy_ZIP=-2.28, Synergy_Bliss=-0.916, Synergy_Loewe=-3.37, Synergy_HSA=-0.330. (2) Drug 1: C1CCC(C1)C(CC#N)N2C=C(C=N2)C3=C4C=CNC4=NC=N3. Drug 2: CS(=O)(=O)C1=CC(=C(C=C1)C(=O)NC2=CC(=C(C=C2)Cl)C3=CC=CC=N3)Cl. Cell line: SN12C. Synergy scores: CSS=6.91, Synergy_ZIP=-2.48, Synergy_Bliss=0.857, Synergy_Loewe=-0.425, Synergy_HSA=1.13. (3) Drug 1: CN(C)C1=NC(=NC(=N1)N(C)C)N(C)C. Drug 2: CC1CCC2CC(C(=CC=CC=CC(CC(C(=O)C(C(C(=CC(C(=O)CC(OC(=O)C3CCCCN3C(=O)C(=O)C1(O2)O)C(C)CC4CCC(C(C4)OC)O)C)C)O)OC)C)C)C)OC. Cell line: MDA-MB-435. Synergy scores: CSS=-2.17, Synergy_ZIP=-2.28, Synergy_Bliss=-4.73, Synergy_Loewe=-23.8, Synergy_HSA=-9.13. (4) Drug 1: CC1=C2C(C(=O)C3(C(CC4C(C3C(C(C2(C)C)(CC1OC(=O)C(C(C5=CC=CC=C5)NC(=O)OC(C)(C)C)O)O)OC(=O)C6=CC=CC=C6)(CO4)OC(=O)C)O)C)O. Drug 2: CC(C)CN1C=NC2=C1C3=CC=CC=C3N=C2N. Cell line: SF-295. Synergy scores: CSS=13.8, Synergy_ZIP=-10.1, Synergy_Bliss=-12.2, Synergy_Loewe=-22.6, Synergy_HSA=-10.4. (5) Drug 1: CN1CCC(CC1)COC2=C(C=C3C(=C2)N=CN=C3NC4=C(C=C(C=C4)Br)F)OC. Drug 2: CCCS(=O)(=O)NC1=C(C(=C(C=C1)F)C(=O)C2=CNC3=C2C=C(C=N3)C4=CC=C(C=C4)Cl)F. Cell line: HCT-15. Synergy scores: CSS=0.534, Synergy_ZIP=-1.87, Synergy_Bliss=-4.82, Synergy_Loewe=-13.7, Synergy_HSA=-5.74.